This data is from Peptide-MHC class II binding affinity with 134,281 pairs from IEDB. The task is: Regression. Given a peptide amino acid sequence and an MHC pseudo amino acid sequence, predict their binding affinity value. This is MHC class II binding data. (1) The peptide sequence is YDSFLANVSTVLTGK. The MHC is DRB1_0101 with pseudo-sequence DRB1_0101. The binding affinity (normalized) is 0.801. (2) The peptide sequence is KQCFRKLPVNRPIDW. The MHC is DRB1_1101 with pseudo-sequence DRB1_1101. The binding affinity (normalized) is 0.317. (3) The peptide sequence is GELQIVFKIDAAFKI. The MHC is DRB1_1101 with pseudo-sequence DRB1_1101. The binding affinity (normalized) is 0.841. (4) The peptide sequence is ANGKLHDKKSMGDDH. The MHC is HLA-DPA10201-DPB10501 with pseudo-sequence HLA-DPA10201-DPB10501. The binding affinity (normalized) is 0.137. (5) The peptide sequence is QIDAFIANAGATADS. The MHC is DRB1_1302 with pseudo-sequence DRB1_1302. The binding affinity (normalized) is 1.00. (6) The peptide sequence is GELQIVDKIPAAFKI. The MHC is DRB1_0401 with pseudo-sequence DRB1_0401. The binding affinity (normalized) is 0.635. (7) The peptide sequence is EYDFNKLLVSAVSQI. The MHC is DRB1_0301 with pseudo-sequence DRB1_0301. The binding affinity (normalized) is 0.258.